Dataset: Reaction yield outcomes from USPTO patents with 853,638 reactions. Task: Predict the reaction yield, written as a fraction of the theoretical maximum amount of product (1.0 means a 100% yield; for example, 0.34 means a 34% yield). (1) The reactants are [CH3:1][C@:2]12[C:10]([C:11]3([CH:14]=[CH:15][CH2:16][C:17]([OH:20])([CH3:19])[CH3:18])[CH2:13][CH2:12]3)=[CH:9][CH2:8][C@H:7]1[C:6](=[O:21])[CH2:5][CH2:4][CH2:3]2.[CH3:22][Si:23](C1NC=CN=1)([CH3:25])[CH3:24]. The catalyst is ClCCl. The product is [CH3:1][C@:2]12[C:10]([C:11]3([CH2:14][CH2:15][CH2:16][C:17]([CH3:18])([O:20][Si:23]([CH3:25])([CH3:24])[CH3:22])[CH3:19])[CH2:13][CH2:12]3)=[CH:9][CH2:8][C@H:7]1[C:6](=[O:21])[CH2:5][CH2:4][CH2:3]2. The yield is 0.860. (2) The reactants are [NH2:1][C:2]1[N:7]=[CH:6][N:5]=[C:4]2[N:8]([CH2:21][C:22]3[O:23][C:24]4[C:29]([C:30](=[O:39])[C:31]=3[C:32]3[CH:37]=[CH:36][CH:35]=[C:34]([F:38])[CH:33]=3)=[CH:28][C:27]([F:40])=[CH:26][CH:25]=4)[N:9]=[C:10]([C:11]3[CH:16]=[C:15]([F:17])[C:14]([O:18]C)=[C:13]([F:20])[CH:12]=3)[C:3]=12. The catalyst is ClCCl.B(Br)(Br)Br. The product is [NH2:1][C:2]1[N:7]=[CH:6][N:5]=[C:4]2[N:8]([CH2:21][C:22]3[O:23][C:24]4[C:29]([C:30](=[O:39])[C:31]=3[C:32]3[CH:37]=[CH:36][CH:35]=[C:34]([F:38])[CH:33]=3)=[CH:28][C:27]([F:40])=[CH:26][CH:25]=4)[N:9]=[C:10]([C:11]3[CH:12]=[C:13]([F:20])[C:14]([OH:18])=[C:15]([F:17])[CH:16]=3)[C:3]=12. The yield is 0.230. (3) The reactants are [Cl:1][C:2]1[C:11]([N+:12]([O-])=O)=[CH:10][C:5]([C:6]([O:8][CH3:9])=[O:7])=[CH:4][N:3]=1. The catalyst is CO.[Fe]. The product is [NH2:12][C:11]1[C:2]([Cl:1])=[N:3][CH:4]=[C:5]([CH:10]=1)[C:6]([O:8][CH3:9])=[O:7]. The yield is 0.560. (4) The reactants are [CH2:1]([N:5]1[C:9](=[O:10])[C:8](Cl)=[C:7]([C:12]2[CH:17]=[CH:16][CH:15]=[CH:14][CH:13]=2)[S:6]1(=[O:19])=[O:18])[CH2:2][CH2:3][CH3:4].[NH2:20][C:21]1[CH:22]=[CH:23][C:24]2[O:28][C:27]([C:29](=[O:31])[CH3:30])=[CH:26][C:25]=2[CH:32]=1. The catalyst is CC#N. The product is [C:29]([C:27]1[O:28][C:24]2[CH:23]=[CH:22][C:21]([NH:20][C:8]3[C:9](=[O:10])[N:5]([CH2:1][CH2:2][CH2:3][CH3:4])[S:6](=[O:19])(=[O:18])[C:7]=3[C:12]3[CH:17]=[CH:16][CH:15]=[CH:14][CH:13]=3)=[CH:32][C:25]=2[CH:26]=1)(=[O:31])[CH3:30]. The yield is 0.280. (5) The reactants are [C:1]([C:5]1[NH:9][C:8]([N+:10]([O-:12])=[O:11])=[C:7]([C:13]([OH:15])=O)[CH:6]=1)([CH3:4])([CH3:3])[CH3:2].P(Cl)(Cl)(Cl)(Cl)Cl.[CH3:22][C:23]1([CH3:30])[NH:28][CH2:27][CH2:26][NH:25][C:24]1=[O:29].C(NCC)C.C([O-])(O)=O.[Na+]. The catalyst is C1C=CC=CC=1.ClCCl. The product is [C:1]([C:5]1[NH:9][C:8]([N+:10]([O-:12])=[O:11])=[C:7]([C:13]([N:28]2[CH2:27][CH2:26][NH:25][C:24](=[O:29])[C:23]2([CH3:30])[CH3:22])=[O:15])[CH:6]=1)([CH3:2])([CH3:3])[CH3:4]. The yield is 0.490. (6) The reactants are [C:1]([N:8]1[CH2:13][CH2:12][S:11][CH2:10][CH:9]1C(O)=O)([O:3][C:4](C)(C)[CH3:5])=[O:2].Cl.C(OC(=O)[C@H](CS)N)C.C(N(CC)CC)C.BrC(Br)C. The catalyst is C1COCC1. The product is [CH2:4]([O:3][C:1]([N:8]1[CH2:9][CH2:10][S:11][CH2:12][CH2:13]1)=[O:2])[CH3:5]. The yield is 0.870. (7) The yield is 0.990. The product is [CH2:14]([O:1][C:2]1[CH:3]=[CH:4][C:5]([C:6]([O:8][CH3:9])=[O:7])=[CH:10][CH:11]=1)[CH:13]=[CH2:12]. The catalyst is CS(C)=O. The reactants are [OH:1][C:2]1[CH:11]=[CH:10][C:5]([C:6]([O:8][CH3:9])=[O:7])=[CH:4][CH:3]=1.[CH2:12](Br)[CH:13]=[CH2:14].C(=O)([O-])[O-].[K+].[K+].CCOC(C)=O. (8) The product is [NH2:7][CH2:8][CH2:9][NH:10][C:11]1[C:20]2[CH2:19][CH2:18][CH2:17][C:16]3[CH:21]=[C:22]([N:25]4[CH2:29][C@H:28]([CH2:30][NH:31][C:32](=[O:34])[CH3:33])[O:27][C:26]4=[O:35])[CH:23]=[CH:24][C:15]=3[C:14]=2[NH:13][N:12]=1. The reactants are C(OC(=O)[NH:7][CH2:8][CH2:9][NH:10][C:11]1[C:20]2[CH2:19][CH2:18][CH2:17][C:16]3[CH:21]=[C:22]([N:25]4[CH2:29][C@H:28]([CH2:30][NH:31][C:32](=[O:34])[CH3:33])[O:27][C:26]4=[O:35])[CH:23]=[CH:24][C:15]=3[C:14]=2[NH:13][N:12]=1)(C)(C)C.C(Cl)(=O)C. The catalyst is CO. The yield is 0.430. (9) The reactants are [CH3:1][O:2][C:3](=[O:19])[CH2:4][CH2:5][N:6]1[C:10]2[CH:11]=[CH:12][CH:13]=[CH:14][C:9]=2[N:8](C(C)=C)[C:7]1=[O:18].Cl. The catalyst is C(O)C.O.ClCCl. The product is [CH3:1][O:2][C:3](=[O:19])[CH2:4][CH2:5][N:6]1[C:10]2[CH:11]=[CH:12][CH:13]=[CH:14][C:9]=2[NH:8][C:7]1=[O:18]. The yield is 0.860.